From a dataset of Forward reaction prediction with 1.9M reactions from USPTO patents (1976-2016). Predict the product of the given reaction. (1) Given the reactants C(OC([NH:11][CH2:12][CH2:13][S:14]([CH2:17][C@H:18]([NH:29][C:30]([NH:32][C@@H:33]1[CH2:48][C:47]2=[CH:49][CH:50]=[C:44]([CH:45]=[CH:46]2)[O:43][CH2:42][CH2:41][CH2:40][CH2:39][O:38][CH2:37][C@H:36]([CH:51]([CH3:53])[CH3:52])[NH:35][C:34]1=[O:54])=[O:31])[C:19]([O:21]CC1C=CC=CC=1)=[O:20])(=[O:16])=[O:15])=O)C1C=CC=CC=1, predict the reaction product. The product is: [NH2:11][CH2:12][CH2:13][S:14]([CH2:17][C@H:18]([NH:29][C:30]([NH:32][C@@H:33]1[CH2:48][C:47]2=[CH:46][CH:45]=[C:44]([CH:50]=[CH:49]2)[O:43][CH2:42][CH2:41][CH2:40][CH2:39][O:38][CH2:37][C@H:36]([CH:51]([CH3:52])[CH3:53])[NH:35][C:34]1=[O:54])=[O:31])[C:19]([OH:21])=[O:20])(=[O:16])=[O:15]. (2) Given the reactants C(OC([N:8]1[CH2:13][CH2:12][CH:11]([S:14]([C:17]2[CH:18]=[C:19]3[C:24](=[CH:25][C:26]=2[Cl:27])[C:23](=[O:28])[N:22](CC2C=CC(OC)=CC=2)[CH:21]=[CH:20]3)(=[O:16])=[O:15])[CH2:10][CH2:9]1)=O)(C)(C)C, predict the reaction product. The product is: [Cl:27][C:26]1[CH:25]=[C:24]2[C:19]([CH:20]=[CH:21][NH:22][C:23]2=[O:28])=[CH:18][C:17]=1[S:14]([CH:11]1[CH2:12][CH2:13][NH:8][CH2:9][CH2:10]1)(=[O:15])=[O:16]. (3) Given the reactants [NH2:1][C:2]1[N:28]=[C:5]2[CH:6]=[CH:7][C:8]([O:10][C:11]3[CH:12]=[CH:13][C:14]([CH3:27])=[C:15]([NH:17][C:18]([C:20]4[N:24]([CH3:25])[N:23]=[C:22]([CH3:26])[CH:21]=4)=[O:19])[CH:16]=3)=[CH:9][N:4]2[N:3]=1.C(N(CC)CC)C.[CH:36]1([C:39](Cl)=[O:40])[CH2:38][CH2:37]1, predict the reaction product. The product is: [CH:36]1([C:39]([NH:1][C:2]2[N:28]=[C:5]3[CH:6]=[CH:7][C:8]([O:10][C:11]4[CH:12]=[CH:13][C:14]([CH3:27])=[C:15]([NH:17][C:18]([C:20]5[N:24]([CH3:25])[N:23]=[C:22]([CH3:26])[CH:21]=5)=[O:19])[CH:16]=4)=[CH:9][N:4]3[N:3]=2)=[O:40])[CH2:38][CH2:37]1. (4) Given the reactants [F:1][CH:2]([F:14])[N:3]1[C:8](=[O:9])[CH:7]=[CH:6][C:5]([C:10]([O:12]C)=[O:11])=[CH:4]1.O.[OH-].[Li+], predict the reaction product. The product is: [F:14][CH:2]([F:1])[N:3]1[C:8](=[O:9])[CH:7]=[CH:6][C:5]([C:10]([OH:12])=[O:11])=[CH:4]1. (5) Given the reactants [CH:1]1([CH:7]2[N:12]([CH2:13][C:14]3[CH:19]=[CH:18][C:17]([O:20][CH3:21])=[CH:16][CH:15]=3)[C:11](=[O:22])[CH2:10][O:9][CH2:8]2)[CH2:6][CH2:5][CH2:4][CH2:3][CH2:2]1.[Li]CCCC.[C:28]([Si:32]([O:35][CH2:36][CH2:37][CH2:38]I)([CH3:34])[CH3:33])([CH3:31])([CH3:30])[CH3:29], predict the reaction product. The product is: [C:28]([Si:32]([CH3:34])([CH3:33])[O:35][CH2:36][CH2:37][CH2:38][CH:10]1[O:9][CH2:8][CH:7]([CH:1]2[CH2:2][CH2:3][CH2:4][CH2:5][CH2:6]2)[N:12]([CH2:13][C:14]2[CH:15]=[CH:16][C:17]([O:20][CH3:21])=[CH:18][CH:19]=2)[C:11]1=[O:22])([CH3:31])([CH3:30])[CH3:29]. (6) Given the reactants [NH2:1][C:2]1[S:3][C:4]([C:7]([O:9][CH3:10])=[O:8])=[CH:5][N:6]=1.[H-].[Na+].[Cl:13][C:14]1[CH:19]=[C:18](Cl)[N:17]=[C:16]([CH3:21])[N:15]=1, predict the reaction product. The product is: [Cl:13][C:14]1[N:15]=[C:16]([CH3:21])[N:17]=[C:18]([NH:1][C:2]2[S:3][C:4]([C:7]([O:9][CH3:10])=[O:8])=[CH:5][N:6]=2)[CH:19]=1. (7) Given the reactants [CH2:1]([O:3][C:4]([C:6]1([CH2:9][NH:10][CH:11]2[CH2:15][CH2:14][CH2:13][CH2:12]2)[CH2:8][CH2:7]1)=[O:5])[CH3:2].C(=O)([O-])[O-].[K+].[K+].[Cl:22][C:23]1[N:28]=[C:27](Cl)[C:26]([N+:30]([O-:32])=[O:31])=[CH:25][N:24]=1, predict the reaction product. The product is: [CH2:1]([O:3][C:4]([C:6]1([CH2:9][N:10]([C:25]2[C:26]([N+:30]([O-:32])=[O:31])=[CH:27][N:28]=[C:23]([Cl:22])[N:24]=2)[CH:11]2[CH2:12][CH2:13][CH2:14][CH2:15]2)[CH2:7][CH2:8]1)=[O:5])[CH3:2]. (8) Given the reactants [Br:1][C:2]1[CH:7]=[CH:6][C:5]([C:8]2[C:12]([C:13]3[N:14]=[CH:15][NH:16][CH:17]=3)=[C:11]([CH3:18])[O:10][N:9]=2)=[CH:4][CH:3]=1.F[C:20]1[CH:25]=[CH:24][C:23]([N+:26]([O-:28])=[O:27])=[CH:22][CH:21]=1, predict the reaction product. The product is: [Br:1][C:2]1[CH:7]=[CH:6][C:5]([C:8]2[C:12]([C:13]3[N:14]=[CH:15][N:16]([C:20]4[CH:25]=[CH:24][C:23]([N+:26]([O-:28])=[O:27])=[CH:22][CH:21]=4)[CH:17]=3)=[C:11]([CH3:18])[O:10][N:9]=2)=[CH:4][CH:3]=1. (9) Given the reactants Cl[C:2]1[N:9]=[C:8]([C:10]2O[CH:12]=[CH:13][CH:14]=2)[C:7]([C:15]2[CH:20]=[CH:19][N:18]=[C:17]([S:21][CH3:22])[N:16]=2)=[CH:6][C:3]=1[C:4]#[N:5].[OH2:23].[NH2:24][NH2:25].O, predict the reaction product. The product is: [O:23]1[CH:12]=[CH:13][CH:14]=[C:10]1[C:8]1[N:9]=[C:2]2[NH:24][N:25]=[C:4]([NH2:5])[C:3]2=[CH:6][C:7]=1[C:15]1[CH:20]=[CH:19][N:18]=[C:17]([S:21][CH3:22])[N:16]=1.